From a dataset of Forward reaction prediction with 1.9M reactions from USPTO patents (1976-2016). Predict the product of the given reaction. (1) Given the reactants [C:1]([NH:5][S:6]([C:9]1[S:10][C:11]([C:14]2[N:19]=[C:18]([CH:20]3[CH2:22][CH2:21]3)[CH:17]=[C:16]([OH:23])[N:15]=2)=[CH:12][CH:13]=1)(=[O:8])=[O:7])([CH3:4])([CH3:3])[CH3:2].C1C(=O)N([Cl:31])C(=O)C1, predict the reaction product. The product is: [C:1]([NH:5][S:6]([C:9]1[S:10][C:11]([C:14]2[N:19]=[C:18]([CH:20]3[CH2:22][CH2:21]3)[C:17]([Cl:31])=[C:16]([OH:23])[N:15]=2)=[CH:12][CH:13]=1)(=[O:7])=[O:8])([CH3:4])([CH3:2])[CH3:3]. (2) Given the reactants [Br:1][C:2]1[CH:3]=[CH:4][C:5]2[S:9](=[O:11])(=[O:10])[NH:8][C:7](=O)[C:6]=2[CH:13]=1.[CH:14](O)=O.C(N(CC)CC)C, predict the reaction product. The product is: [Br:1][C:2]1[CH:3]=[CH:4][C:5]2[S:9](=[O:11])(=[O:10])[NH:8][C@H:7]([CH3:14])[C:6]=2[CH:13]=1. (3) Given the reactants C(=O)([O-])[O-].[K+].[K+].[C:7]1(B(O)O)[CH:12]=[CH:11][CH:10]=[CH:9][CH:8]=1.[F:16][C:17]([F:22])([F:21])[C:18]([OH:20])=[O:19].[F:23][C:24]([F:29])([F:28])[C:25]([OH:27])=[O:26].Br[C:31]1[CH:32]=[C:33]([CH:76]=[CH:77][CH:78]=1)[CH2:34][CH2:35][NH:36][CH2:37][CH2:38][C:39]([N:41]([CH2:49][CH2:50][N:51]([CH2:62][CH2:63][C:64]1[CH:73]=[CH:72][C:71]([OH:74])=[C:70]2[C:65]=1[CH:66]=[CH:67][C:68](=[O:75])[NH:69]2)C(=O)OCC1C=CC=CC=1)[CH:42]1[CH2:48][CH2:47][CH2:46][CH2:45][CH2:44][CH2:43]1)=[O:40], predict the reaction product. The product is: [F:16][C:17]([F:22])([F:21])[C:18]([OH:20])=[O:19].[F:23][C:24]([F:29])([F:28])[C:25]([OH:27])=[O:26].[C:31]1([C:7]2[CH:12]=[CH:11][CH:10]=[CH:9][CH:8]=2)[CH:78]=[CH:77][CH:76]=[C:33]([CH2:34][CH2:35][NH:36][CH2:37][CH2:38][C:39]([N:41]([CH:42]2[CH2:43][CH2:44][CH2:45][CH2:46][CH2:47][CH2:48]2)[CH2:49][CH2:50][NH:51][CH2:62][CH2:63][C:64]2[CH:73]=[CH:72][C:71]([OH:74])=[C:70]3[C:65]=2[CH:66]=[CH:67][C:68](=[O:75])[NH:69]3)=[O:40])[CH:32]=1. (4) Given the reactants [C@@H:1]12[CH2:7][C@@H:4]([CH2:5][CH2:6]1)[CH2:3][C@H:2]2[C:8]([OH:10])=O.[NH2:11][C:12]1[S:13][C:14]([C:19]2[CH:24]=[C:23]([CH3:25])[CH:22]=[CH:21][C:20]=2[CH3:26])=[CH:15][C:16]=1[C:17]#[N:18], predict the reaction product. The product is: [C@@H:1]12[CH2:7][C@@H:4]([CH2:5][CH2:6]1)[CH2:3][C@H:2]2[C:8]([NH:11][C:12]1[S:13][C:14]([C:19]2[CH:24]=[C:23]([CH3:25])[CH:22]=[CH:21][C:20]=2[CH3:26])=[CH:15][C:16]=1[C:17]#[N:18])=[O:10]. (5) Given the reactants [CH3:1][C:2]1[C:7]2[N:8]=[C:9](N)[S:10][C:6]=2[CH:5]=[CH:4][CH:3]=1.C([CH2:14][O:15][C:16]1[C:17]([F:26])=[C:18]([C:23]([NH2:25])=[O:24])[C:19]([F:22])=[CH:20][CH:21]=1)#N, predict the reaction product. The product is: [F:26][C:17]1[C:16]([O:15][CH2:14][C:9]2[S:10][C:6]3[CH:5]=[CH:4][CH:3]=[C:2]([CH3:1])[C:7]=3[N:8]=2)=[CH:21][CH:20]=[C:19]([F:22])[C:18]=1[C:23]([NH2:25])=[O:24]. (6) Given the reactants [CH3:1][C:2]1[S:6][C:5]([CH2:7][N:8]2[C:13]3[CH:14]=[C:15]([C:17]4[CH:22]=[CH:21][CH:20]=[CH:19][CH:18]=4)[S:16][C:12]=3[C:11](=[O:23])[N:10]([CH:24]3[CH2:29][CH2:28][N:27](C(OC(C)(C)C)=O)[CH2:26][CH2:25]3)[C:9]2=[O:37])=[N:4][CH:3]=1.[ClH:38], predict the reaction product. The product is: [ClH:38].[CH3:1][C:2]1[S:6][C:5]([CH2:7][N:8]2[C:13]3[CH:14]=[C:15]([C:17]4[CH:18]=[CH:19][CH:20]=[CH:21][CH:22]=4)[S:16][C:12]=3[C:11](=[O:23])[N:10]([CH:24]3[CH2:29][CH2:28][NH:27][CH2:26][CH2:25]3)[C:9]2=[O:37])=[N:4][CH:3]=1. (7) Given the reactants I[C:2]1[CH:8]=[C:7]([O:9][CH3:10])[CH:6]=[CH:5][C:3]=1[NH2:4].O=[C:12]1[CH2:16][CH2:15][CH2:14][CH:13]1[CH2:17][C:18]([O:20][CH2:21][CH3:22])=[O:19].[Si](OCC)(OCC)(OCC)OCC.CCN(C(C)C)C(C)C, predict the reaction product. The product is: [CH3:10][O:9][C:7]1[CH:6]=[CH:5][C:3]2[NH:4][C:12]3[CH:13]([CH2:17][C:18]([O:20][CH2:21][CH3:22])=[O:19])[CH2:14][CH2:15][C:16]=3[C:2]=2[CH:8]=1. (8) The product is: [CH3:2][O:3][C:4]1[CH:16]=[C:15]([OH:17])[CH:14]=[C:13]([CH3:24])[C:5]=1[CH2:6][N:7]1[CH2:12][CH2:11][CH2:10][CH2:9][CH2:8]1. Given the reactants Cl.[CH3:2][O:3][C:4]1[CH:16]=[C:15]([O:17]C2CCCCO2)[CH:14]=[C:13]([CH3:24])[C:5]=1[CH2:6][N:7]1[CH2:12][CH2:11][CH2:10][CH2:9][CH2:8]1.C(=O)([O-])[O-].[Na+].[Na+], predict the reaction product. (9) Given the reactants [Cl:1][CH2:2][C:3]([NH:5][C:6]1[CH:11]=[CH:10][CH:9]=[C:8]([F:12])[C:7]=1[CH3:13])=[O:4].C(O)C.O.C(=O)=O.[N+:21]([O-])([OH:23])=[O:22], predict the reaction product. The product is: [Cl:1][CH2:2][C:3]([NH:5][C:6]1[C:11]([N+:21]([O-:23])=[O:22])=[CH:10][CH:9]=[C:8]([F:12])[C:7]=1[CH3:13])=[O:4].